This data is from Catalyst prediction with 721,799 reactions and 888 catalyst types from USPTO. The task is: Predict which catalyst facilitates the given reaction. Reactant: [NH:1]1[C:9]2[C:4](=[CH:5][C:6]([C:10]3[S:11][C:12]([S:15][CH3:16])=[N:13][N:14]=3)=[CH:7][CH:8]=2)[CH:3]=[CH:2]1.[OH-].[K+].[I:19]I. Product: [I:19][C:3]1[C:4]2[C:9](=[CH:8][CH:7]=[C:6]([C:10]3[S:11][C:12]([S:15][CH3:16])=[N:13][N:14]=3)[CH:5]=2)[NH:1][CH:2]=1. The catalyst class is: 3.